This data is from Full USPTO retrosynthesis dataset with 1.9M reactions from patents (1976-2016). The task is: Predict the reactants needed to synthesize the given product. (1) Given the product [CH3:1][N:2]1[CH2:26][CH2:25][C:5]2[N:6]([CH2:14][CH:15]([C:17]3[CH:18]=[CH:19][C:20]([C:23]([NH2:24])=[O:27])=[N:21][CH:22]=3)[OH:16])[C:7]3[CH:8]=[CH:9][C:10]([CH3:13])=[CH:11][C:12]=3[C:4]=2[CH2:3]1, predict the reactants needed to synthesize it. The reactants are: [CH3:1][N:2]1[CH2:26][CH2:25][C:5]2[N:6]([CH2:14][CH:15]([C:17]3[CH:18]=[CH:19][C:20]([C:23]#[N:24])=[N:21][CH:22]=3)[OH:16])[C:7]3[CH:8]=[CH:9][C:10]([CH3:13])=[CH:11][C:12]=3[C:4]=2[CH2:3]1.[OH-:27].[K+]. (2) The reactants are: [NH2:1][C:2]1[C:3]([C:8]#[C:9][C:10]2[CH:15]=[CH:14][N:13]=[C:12]([NH:16][C:17](=[O:19])[CH3:18])[CH:11]=2)=[N:4][CH:5]=[CH:6][N:7]=1.[C:20](O)([C:22]([F:25])([F:24])[F:23])=[O:21]. Given the product [C:17]([NH:16][C:12]1[CH:11]=[C:10]([C:9]#[C:8][C:3]2[C:2]([NH:1][C:20](=[O:21])[C:22]([F:25])([F:24])[F:23])=[N:7][CH:6]=[CH:5][N:4]=2)[CH:15]=[CH:14][N:13]=1)(=[O:19])[CH3:18], predict the reactants needed to synthesize it. (3) Given the product [NH2:1][C:2]1[CH:7]=[C:6]([Cl:8])[CH:5]=[CH:4][C:3]=1[CH:9]=[O:10], predict the reactants needed to synthesize it. The reactants are: [NH2:1][C:2]1[CH:7]=[C:6]([Cl:8])[CH:5]=[CH:4][C:3]=1[CH2:9][OH:10]. (4) Given the product [Br:23][C:4]1[CH:5]=[C:6]([CH:9]=[CH:10][C:3]=1[CH2:1][CH3:2])[C:7]#[N:8], predict the reactants needed to synthesize it. The reactants are: [CH2:1]([C:3]1[CH:10]=[CH:9][C:6]([C:7]#[N:8])=[CH:5][CH:4]=1)[CH3:2].OS(O)(=O)=O.C1C(=O)N([Br:23])C(=O)C1.[Al]. (5) Given the product [CH3:13][C@H:9]([NH:8][C:6](=[O:7])[O:5][C:1]([CH3:4])([CH3:3])[CH3:2])[CH:10]=[O:11], predict the reactants needed to synthesize it. The reactants are: [C:1]([O:5][C:6]([NH:8][C@@H:9]([CH3:13])[C:10](O)=[O:11])=[O:7])([CH3:4])([CH3:3])[CH3:2].C(N1C=CN=C1)(N1C=CN=C1)=O.C(N(CC)CC)C.Cl.CNOC.Cl.CON(C)C(=O)[C@@H](NC(=O)OC(C)(C)C)C.[H-].[Al+3].[Li+].[H-].[H-].[H-].C(O)(=O)CC(CC(O)=O)(C(O)=O)O.